The task is: Predict the reactants needed to synthesize the given product.. This data is from Full USPTO retrosynthesis dataset with 1.9M reactions from patents (1976-2016). (1) The reactants are: [CH3:1][C:2]1[C:10]2[NH:9][CH:8]=[N:7][C:6]=2[CH:5]=[CH:4][CH:3]=1.[C:11](O[C:11]([O:13][C:14]([CH3:17])([CH3:16])[CH3:15])=[O:12])([O:13][C:14]([CH3:17])([CH3:16])[CH3:15])=[O:12]. Given the product [CH3:1][C:2]1[C:10]2[N:9]=[CH:8][N:7]([C:11]([O:13][C:14]([CH3:17])([CH3:16])[CH3:15])=[O:12])[C:6]=2[CH:5]=[CH:4][CH:3]=1, predict the reactants needed to synthesize it. (2) Given the product [CH3:27][N:18]([CH:19]1[CH2:22][O:21][CH2:20]1)[C@@H:14]1[CH2:15][CH2:16][CH2:17][N:12]([C:9]2[CH:10]=[CH:11][C:6]([N+:3]([O-:5])=[O:4])=[C:7]([O:23][CH:24]([CH3:26])[CH3:25])[CH:8]=2)[CH2:13]1, predict the reactants needed to synthesize it. The reactants are: IC.[N+:3]([C:6]1[CH:11]=[CH:10][C:9]([N:12]2[CH2:17][CH2:16][CH2:15][C@@H:14]([NH:18][CH:19]3[CH2:22][O:21][CH2:20]3)[CH2:13]2)=[CH:8][C:7]=1[O:23][CH:24]([CH3:26])[CH3:25])([O-:5])=[O:4].[C:27](=O)([O-])[O-].[Cs+].[Cs+].O. (3) Given the product [Cl:1][C:2]1[CH:3]=[C:4]2[C:8](=[CH:9][C:10]=1[C:11]([F:14])([F:13])[F:12])[C:7](=[O:15])[NH:16][CH2:6][CH2:5]2, predict the reactants needed to synthesize it. The reactants are: [Cl:1][C:2]1[CH:3]=[C:4]2[C:8](=[CH:9][C:10]=1[C:11]([F:14])([F:13])[F:12])[C:7](=[O:15])[CH2:6][CH2:5]2.[N-:16]=[N+]=[N-].[Na+]. (4) Given the product [F:11][C:12]1[CH:13]=[C:14]([C:15]2[O:1][N:2]=[C:3]([C:4]3[CH:5]=[N:6][CH:7]=[CH:8][CH:9]=3)[N:10]=2)[CH:18]=[CH:19][CH:20]=1, predict the reactants needed to synthesize it. The reactants are: [OH:1][N:2]=[C:3]([NH2:10])[C:4]1[CH:9]=[CH:8][CH:7]=[N:6][CH:5]=1.[F:11][C:12]1[CH:13]=[C:14]([CH:18]=[CH:19][CH:20]=1)[C:15](O)=O.N. (5) Given the product [CH2:1]([NH:3][C:4]([C:6]1[C:14]2[C:9](=[N:10][CH:11]=[C:12]([O:58][C:49]3[CH:50]=[CH:51][C:52]4[CH2:53][CH2:54][CH2:55][CH2:56][C:57]=4[CH:48]=3)[N:13]=2)[NH:8][CH:7]=1)=[O:5])[CH3:2], predict the reactants needed to synthesize it. The reactants are: [CH2:1]([NH:3][C:4]([C:6]1[C:14]2[C:9](=[N:10][CH:11]=[C:12](Br)[N:13]=2)[N:8](COCC[Si](C)(C)C)[CH:7]=1)=[O:5])[CH3:2].C(NC(C1C2C(=NC=C(Br)N=2)N(COCC[Si](C)(C)C)C=1)=O)(C)C.[CH:48]1[C:57]2[CH2:56][CH2:55][CH2:54][CH2:53][C:52]=2[CH:51]=[CH:50][C:49]=1[OH:58].C(C1C=C(O)C=CC=1)#N. (6) Given the product [NH2:2][C:3]1[C:14]2[C:6](=[N:7][C:8]3[CH2:9][N:10]([CH2:26][CH2:25][CH2:24][Cl:23])[CH2:11][C:12]=3[C:13]=2[C:15]2[S:16][CH:17]=[CH:18][CH:19]=2)[S:5][C:4]=1[C:20]([NH2:22])=[O:21], predict the reactants needed to synthesize it. The reactants are: Cl.[NH2:2][C:3]1[C:14]2[C:6](=[N:7][C:8]3[CH2:9][NH:10][CH2:11][C:12]=3[C:13]=2[C:15]2[S:16][CH:17]=[CH:18][CH:19]=2)[S:5][C:4]=1[C:20]([NH2:22])=[O:21].[Cl:23][CH2:24][CH2:25][CH2:26]Br.C(N(CC)CC)C. (7) The reactants are: [C:1]([O:4][CH2:5][C:6]1[C:7]([N:21]2[N:30]=[CH:29][C:28]3[C:23](=[C:24]([F:35])[CH:25]=[C:26]([C:31]([CH3:34])([CH3:33])[CH3:32])[CH:27]=3)[C:22]2=[O:36])=[N:8][CH:9]=[CH:10][C:11]=1[C:12]1[CH:17]=[C:16](Br)[C:15](=[O:19])[N:14]([CH3:20])[CH:13]=1)(=[O:3])[CH3:2].Cl.O=[S:39]1[C:43]([CH3:44])=[CH:42][C:41]([NH2:45])=[N:40]1.C([O-])([O-])=O.[Cs+].[Cs+].CC1(C)C2C(=C(P(C3C=CC=CC=3)C3C=CC=CC=3)C=CC=2)OC2C(P(C3C=CC=CC=3)C3C=CC=CC=3)=CC=CC1=2. Given the product [C:1]([O:4][CH2:5][C:6]1[C:7]([N:21]2[N:30]=[CH:29][C:28]3[C:23](=[C:24]([F:35])[CH:25]=[C:26]([C:31]([CH3:34])([CH3:33])[CH3:32])[CH:27]=3)[C:22]2=[O:36])=[N:8][CH:9]=[CH:10][C:11]=1[C:12]1[CH:17]=[C:16]([NH:45][C:41]2[CH:42]=[C:43]([CH3:44])[S:39][N:40]=2)[C:15](=[O:19])[N:14]([CH3:20])[CH:13]=1)(=[O:3])[CH3:2], predict the reactants needed to synthesize it. (8) The reactants are: [CH3:1][S:2][C:3]1[C:7]([C:8]([NH2:10])=[O:9])=[C:6]([NH:11][C:12]2[CH:17]=[CH:16][N:15]=[CH:14][CH:13]=2)[S:5][N:4]=1.OO.[OH2:20].C(OC(=O)C)(=[O:23])C. Given the product [CH3:1][S:2]([C:3]1[C:7]([C:8]([NH2:10])=[O:9])=[C:6]([NH:11][C:12]2[CH:17]=[CH:16][N:15]=[CH:14][CH:13]=2)[S:5][N:4]=1)(=[O:23])=[O:20], predict the reactants needed to synthesize it.